Dataset: Full USPTO retrosynthesis dataset with 1.9M reactions from patents (1976-2016). Task: Predict the reactants needed to synthesize the given product. (1) Given the product [Br:1][C:2]1[CH:7]=[CH:6][C:5]([N+:8]([O-:10])=[O:9])=[C:4]([NH:13][CH2:14][CH2:15][C:16]([O:18][CH3:19])=[O:17])[CH:3]=1, predict the reactants needed to synthesize it. The reactants are: [Br:1][C:2]1[CH:7]=[CH:6][C:5]([N+:8]([O-:10])=[O:9])=[C:4](F)[CH:3]=1.Cl.[NH2:13][CH2:14][CH2:15][C:16]([O:18][CH3:19])=[O:17].C([O-])([O-])=O.[K+].[K+]. (2) Given the product [C:14]1([C:1]2[CH:2]=[CH:3][CH:4]=[CH:5][CH:6]=2)[CH:15]=[CH:16][C:17]([C:20]2([CH2:21][CH2:22][CH2:6][CH:1]=[CH2:2])[S:24][CH2:5][CH2:4][CH2:3][S:23]2)=[CH:18][CH:19]=1, predict the reactants needed to synthesize it. The reactants are: [C:1]1([C:14]2[CH:19]=[CH:18][CH:17]=[CH:16][CH:15]=2)[CH:6]=[CH:5][CH:4]=[CH:3][C:2]=1C(=O)CCCC=C.[CH:20]([SH:24])([SH:23])[CH2:21][CH3:22].B(F)(F)F.[OH-].[Na+]. (3) Given the product [CH2:26]([Sn:20]([CH2:16][CH2:17][CH2:18][CH3:19])([CH2:22][CH2:23][CH2:24][CH3:25])[C:2]1[N:6]2[CH:7]=[CH:8][CH:9]=[CH:10][C:5]2=[N:4][CH:3]=1)[CH2:27][CH2:28][CH3:29], predict the reactants needed to synthesize it. The reactants are: I[C:2]1[N:6]2[CH:7]=[CH:8][CH:9]=[CH:10][C:5]2=[N:4][CH:3]=1.C([Mg]Cl)(C)C.[CH2:16]([Sn:20]([CH2:26][CH2:27][CH2:28][CH3:29])([CH2:22][CH2:23][CH2:24][CH3:25])Cl)[CH2:17][CH2:18][CH3:19].